From a dataset of Catalyst prediction with 721,799 reactions and 888 catalyst types from USPTO. Predict which catalyst facilitates the given reaction. (1) Reactant: Br.[Cl:2][C:3]1[CH:4]=[CH:5][C:6]2[N:7]([C:9]([NH2:12])=[N:10][N:11]=2)[N:8]=1.C(=O)([O-])[O-].[K+].[K+]. Product: [Cl:2][C:3]1[CH:4]=[CH:5][C:6]2[N:7]([C:9]([NH2:12])=[N:10][N:11]=2)[N:8]=1. The catalyst class is: 6. (2) Reactant: [NH2:1][C:2]1[C:10]2[C:5](=[N:6][C:7]([C:11]3[CH:12]=[C:13]([CH:20]=[CH:21][C:22]=3[CH3:23])[C:14]([NH:16][CH:17]3[CH2:19][CH2:18]3)=[O:15])=[CH:8][CH:9]=2)[NH:4][N:3]=1.[CH2:24]([S:26](Cl)(=[O:28])=[O:27])[CH3:25]. Product: [CH:17]1([NH:16][C:14](=[O:15])[C:13]2[CH:20]=[CH:21][C:22]([CH3:23])=[C:11]([C:7]3[N:6]=[C:5]4[NH:4][N:3]=[C:2]([NH:1][S:26]([CH2:24][CH3:25])(=[O:28])=[O:27])[C:10]4=[CH:9][CH:8]=3)[CH:12]=2)[CH2:18][CH2:19]1. The catalyst class is: 17. (3) Reactant: Cl[C:2]1[N:7]=[C:6]([N:8]([CH3:10])[CH3:9])[CH:5]=[C:4]([CH3:11])[N:3]=1.C(OC(=O)[NH:18][C@H:19]1[CH2:24][CH2:23][C@@H:22]([NH2:25])[CH2:21][CH2:20]1)(C)(C)C.C([O-])(O)=O.[Na+]. Product: [NH2:18][C@@H:19]1[CH2:24][CH2:23][C@H:22]([NH:25][C:2]2[N:7]=[C:6]([N:8]([CH3:10])[CH3:9])[CH:5]=[C:4]([CH3:11])[N:3]=2)[CH2:21][CH2:20]1. The catalyst class is: 51.